Dataset: Full USPTO retrosynthesis dataset with 1.9M reactions from patents (1976-2016). Task: Predict the reactants needed to synthesize the given product. (1) Given the product [CH:1]1([CH2:4][O:5][C:6]2[CH:14]=[CH:13][C:9]3[O:10][CH2:11][O:12][C:8]=3[C:7]=2[C:15]2[C:16]3[NH:23][CH:22]=[C:21]([C:24]([NH:75][C@@H:76]([CH2:106][N:107]([CH3:109])[CH3:108])[C:77]([N:79]4[CH2:84][CH2:83][CH:82]([N:85]5[N:94]=[C:93]([C:95]6[CH:100]=[CH:99][C:98]([O:101][CH3:102])=[C:97]([O:103][CH3:104])[CH:96]=6)[C@@H:92]6[C@@H:87]([CH2:88][CH2:89][CH2:90][CH2:91]6)[C:86]5=[O:105])[CH2:81][CH2:80]4)=[O:78])=[O:26])[C:17]=3[N:18]=[CH:19][N:20]=2)[CH2:2][CH2:3]1, predict the reactants needed to synthesize it. The reactants are: [CH:1]1([CH2:4][O:5][C:6]2[CH:14]=[CH:13][C:9]3[O:10][CH2:11][O:12][C:8]=3[C:7]=2[C:15]2[C:16]3[NH:23][CH:22]=[C:21]([C:24]([OH:26])=O)[C:17]=3[N:18]=[CH:19][N:20]=2)[CH2:3][CH2:2]1.[B-](F)(F)(F)F.CCOC(C(C#N)=NOC(N(C)C)=[N+](C)C)=O.C1C=NC2N(O)N=NC=2C=1.CCN(C(C)C)C(C)C.FC(F)(F)C(O)=O.[NH2:75][C@@H:76]([CH2:106][N:107]([CH3:109])[CH3:108])[C:77]([N:79]1[CH2:84][CH2:83][CH:82]([N:85]2[N:94]=[C:93]([C:95]3[CH:100]=[CH:99][C:98]([O:101][CH3:102])=[C:97]([O:103][CH3:104])[CH:96]=3)[C@@H:92]3[C@@H:87]([CH2:88][CH2:89][CH2:90][CH2:91]3)[C:86]2=[O:105])[CH2:81][CH2:80]1)=[O:78]. (2) Given the product [C:24]([C:21]1([C:19]([N:13]2[CH2:12][CH:11]([NH:10][C:9]3[C:4]4[N:5]([CH:29]=[C:2]([C:34]5[CH:33]=[N:32][N:31]([CH3:30])[CH:35]=5)[CH:3]=4)[N:6]=[CH:7][C:8]=3[C:26]([NH2:28])=[O:27])[C:15]3([CH2:18][CH2:17][CH2:16]3)[CH2:14]2)=[O:20])[CH2:22][CH2:23]1)#[N:25], predict the reactants needed to synthesize it. The reactants are: Br[C:2]1[CH:3]=[C:4]2[C:9]([NH:10][CH:11]3[C:15]4([CH2:18][CH2:17][CH2:16]4)[CH2:14][N:13]([C:19]([C:21]4([C:24]#[N:25])[CH2:23][CH2:22]4)=[O:20])[CH2:12]3)=[C:8]([C:26]([NH2:28])=[O:27])[CH:7]=[N:6][N:5]2[CH:29]=1.[CH3:30][N:31]1[CH:35]=[C:34](B2OC(C)(C)C(C)(C)O2)[CH:33]=[N:32]1.P([O-])([O-])([O-])=O.[K+].[K+].[K+].N#N.ClCCl.